From a dataset of Forward reaction prediction with 1.9M reactions from USPTO patents (1976-2016). Predict the product of the given reaction. (1) Given the reactants [NH:1]1[CH:5]=[CH:4][CH:3]=[C:2]1[C:6]([N:8]1[CH2:13][CH2:12][N:11]([C:14]2[CH:25]=[CH:24][C:17]([C:18]([NH:20][C:21]([NH2:23])=[NH:22])=[O:19])=[CH:16][C:15]=2[C:26]([F:29])([F:28])[F:27])[CH2:10][CH2:9]1)=[O:7].[ClH:30], predict the reaction product. The product is: [ClH:30].[NH:1]1[CH:5]=[CH:4][CH:3]=[C:2]1[C:6]([N:8]1[CH2:9][CH2:10][N:11]([C:14]2[CH:25]=[CH:24][C:17]([C:18]([NH:20][C:21]([NH2:23])=[NH:22])=[O:19])=[CH:16][C:15]=2[C:26]([F:28])([F:29])[F:27])[CH2:12][CH2:13]1)=[O:7]. (2) Given the reactants [F:1][C:2]([F:18])([F:17])[C:3]1[CH:8]=[CH:7][C:6]([C:9]2[O:13][N:12]=[CH:11][C:10]=2[C:14]([OH:16])=O)=[CH:5][CH:4]=1.[B-](F)(F)(F)F.CN(C(ON1N=NC2C1=CC=CC=2)=[N+](C)C)C.N1C=CC=CC=1.Cl.[CH3:48][C:49]([CH:52]1[CH2:57][CH2:56][CH2:55][NH:54][CH2:53]1)([OH:51])[CH3:50], predict the reaction product. The product is: [F:17][C:2]([F:1])([F:18])[C:3]1[CH:4]=[CH:5][C:6]([C:9]2[O:13][N:12]=[CH:11][C:10]=2[C:14]([N:54]2[CH2:55][CH2:56][CH2:57][CH:52]([C:49]([OH:51])([CH3:50])[CH3:48])[CH2:53]2)=[O:16])=[CH:7][CH:8]=1. (3) Given the reactants Cl[C:2]1[C:7]([Cl:8])=[N:6][CH:5]=[CH:4][N:3]=1.[F:9][C:10]1[CH:15]=[CH:14][CH:13]=[CH:12][C:11]=1[C:16]#[CH:17], predict the reaction product. The product is: [Cl:8][C:7]1[C:2]([C:17]#[C:16][C:11]2[CH:12]=[CH:13][CH:14]=[CH:15][C:10]=2[F:9])=[N:3][CH:4]=[CH:5][N:6]=1. (4) The product is: [CH2:1]([N:6]([CH2:15][C:16]#[CH:21])[NH2:7])[C:2]#[CH:3].[CH2:17]([NH:6][NH2:7])[C:16]#[CH:15]. Given the reactants [CH2:1](Br)[C:2]#[CH:3].O.[NH2:6][NH2:7].[H-].[Al+3].[Li+].[H-].[H-].[H-].F[C:15](F)(F)[C:16]1[CH:21]=[CH:21][C:16]([CH2:15]C(O)=O)=[CH:17][CH:17]=1, predict the reaction product. (5) Given the reactants Br[C:2]1[CH:3]=[CH:4][C:5]2[O:11][CH2:10][CH2:9][N:8]3[CH:12]=[C:13]([C:15]4[N:19]([CH:20]([CH3:22])[CH3:21])[N:18]=[C:17]([CH3:23])[N:16]=4)[N:14]=[C:7]3[C:6]=2[CH:24]=1.[CH3:25][N:26](C=O)C, predict the reaction product. The product is: [CH:20]([N:19]1[C:15]([C:13]2[N:14]=[C:7]3[C:6]4[CH:24]=[C:2]([C:25]#[N:26])[CH:3]=[CH:4][C:5]=4[O:11][CH2:10][CH2:9][N:8]3[CH:12]=2)=[N:16][C:17]([CH3:23])=[N:18]1)([CH3:22])[CH3:21]. (6) Given the reactants [CH3:1][O:2][CH2:3][C:4]1[N:5]=[C:6](O)[C:7]2[C:12]3[CH2:13][CH2:14][CH2:15][CH2:16][C:11]=3[S:10][C:8]=2[N:9]=1.C([O-])(O)=O.[Na+].O=P(Cl)(Cl)[Cl:25], predict the reaction product. The product is: [Cl:25][C:6]1[C:7]2[C:12]3[CH2:13][CH2:14][CH2:15][CH2:16][C:11]=3[S:10][C:8]=2[N:9]=[C:4]([CH2:3][O:2][CH3:1])[N:5]=1. (7) Given the reactants C[O:2][C:3](=[O:24])/[C:4](/[C:13]1[CH:18]=[CH:17][C:16]([S:19]([CH3:22])(=[O:21])=[O:20])=[C:15]([Cl:23])[CH:14]=1)=[N:5]/[O:6][CH:7]1[CH2:12][CH2:11][CH2:10][CH2:9][CH2:8]1.[OH-].[Li+], predict the reaction product. The product is: [Cl:23][C:15]1[CH:14]=[C:13](/[C:4](=[N:5]\[O:6][CH:7]2[CH2:12][CH2:11][CH2:10][CH2:9][CH2:8]2)/[C:3]([OH:24])=[O:2])[CH:18]=[CH:17][C:16]=1[S:19]([CH3:22])(=[O:21])=[O:20]. (8) Given the reactants [CH:1]1[C:18]2[C:17]3[C:16]4[CH:15]=[CH:14][CH:13]=[CH:12][C:11]=4[CH:10]=[CH:9][C:8]=3[CH:7]=[C:6](B(O)O)[C:5]=2[CH:4]=[CH:3][CH:2]=1.[Br:22][C:23]1[CH:24]=[C:25](I)[CH:26]=[CH:27][CH:28]=1.C(=O)([O-])[O-].[Na+].[Na+], predict the reaction product. The product is: [Br:22][C:23]1[CH:24]=[C:25]([C:3]2[CH:2]=[CH:1][C:18]3[C:17]4[C:16]5[CH:15]=[CH:14][CH:13]=[CH:12][C:11]=5[CH:10]=[CH:9][C:8]=4[CH:7]=[CH:6][C:5]=3[CH:4]=2)[CH:26]=[CH:27][CH:28]=1. (9) The product is: [F:16][C:14]1([F:17])[CH2:15][N:12]([CH:10]2[CH2:11][NH:8][CH2:9]2)[CH2:13]1. Given the reactants C(OC([N:8]1[CH2:11][CH:10]([N:12]2[CH2:15][C:14]([F:17])([F:16])[CH2:13]2)[CH2:9]1)=O)(C)(C)C, predict the reaction product. (10) The product is: [F:19][C:20]1[C:30]([F:31])=[CH:29][CH:28]=[CH:27][C:21]=1[CH2:22][S:23][C:24]1[N:26]=[C:4]([OH:17])[C:5]([C:15]#[N:16])=[C:6]([C:7]2[CH:8]=[CH:9][C:10]([O:13][CH3:14])=[CH:11][CH:12]=2)[N:25]=1. Given the reactants C(O[C:4](=[O:17])[C:5]([C:15]#[N:16])=[CH:6][C:7]1[CH:12]=[CH:11][C:10]([O:13][CH3:14])=[CH:9][CH:8]=1)C.Br.[F:19][C:20]1[C:30]([F:31])=[CH:29][CH:28]=[CH:27][C:21]=1[CH2:22][S:23][C:24](=[NH:26])[NH2:25].C(N(CC)C(C)C)(C)C, predict the reaction product.